This data is from Drug-target binding data from BindingDB using IC50 measurements. The task is: Regression. Given a target protein amino acid sequence and a drug SMILES string, predict the binding affinity score between them. We predict pIC50 (pIC50 = -log10(IC50 in M); higher means more potent). Dataset: bindingdb_ic50. (1) The drug is CCNc1cncc(N(C)CC)c1CN. The target protein (Q43077) has sequence MASTTTMRLALFSVLTLLSFHAVVSVTPLHVQHPLDPLTKEEFLAVQTIVQNKYPISNNRLAFHYIGLDDPEKDHVLRYETHPTLVSIPRKIFVVAIINSQTHEILINLRIRSIVSDNIHNGYGFPILSVDEQSLAIKLPLKYPPFIDSVKKRGLNLSEIVCSSFTMGWFGEEKNVRTVRLDCFMKESTVNIYVRPITGITIVADLDLMKIVEYHDRDIEAVPTAENTEYQVSKQSPPFGPKQHSLTSHQPQGPGFQINGHSVSWANWKFHIGFDVRAGIVISLASIYDLEKHKSRRVLYKGYISELFVPYQDPTEEFYFKTFFDSGEFGFGLSTVSLIPNRDCPPHAQFIDTYVHSANGTPILLKNAICVFEQYGNIMWRHTENGIPNESIEESRTEVNLIVRTIVTVGNYDNVIDWEFKASGSIKPSIALSGILEIKGTNIKHKDEIKEDLHGKLVSANSIGIYHDHFYIYYLDFDIDGTHNSFEKTSLKTVRIKDGS.... The pIC50 is 4.3. (2) The compound is C[C@]12CC[C@@H]3c4ccc(O)cc4CC[C@H]3[C@@H]1CC[C@@H]2OP(=O)(O)O. The target protein (Q06124) has sequence MTSRRWFHPNITGVEAENLLLTRGVDGSFLARPSKSNPGDFTLSVRRNGAVTHIKIQNTGDYYDLYGGEKFATLAELVQYYMEHHGQLKEKNGDVIELKYPLNCADPTSERWFHGHLSGKEAEKLLTEKGKHGSFLVRESQSHPGDFVLSVRTGDDKGESNDGKSKVTHVMIRCQELKYDVGGGERFDSLTDLVEHYKKNPMVETLGTVLQLKQPLNTTRINAAEIESRVRELSKLAETTDKVKQGFWEEFETLQQQECKLLYSRKEGQRQENKNKNRYKNILPFDHTRVVLHDGDPNEPVSDYINANIIMPEFETKCNNSKPKKSYIATQGCLQNTVNDFWRMVFQENSRVIVMTTKEVERGKSKCVKYWPDEYALKEYGVMRVRNVKESAAHDYTLRELKLSKVGQALLQGNTERTVWQYHFRTWPDHGVPSDPGGVLDFLEEVHHKQESIMDAGPVVVHCSAGIGRTGTFIVIDILIDIIREKGVDCDIDVPKTIQM.... The pIC50 is 4.7.